Regression/Classification. Given an antibody's heavy chain and light chain sequences, predict its developability. TAP uses regression for 5 developability metrics; SAbDab uses binary classification. From a dataset of Antibody developability classification from SAbDab with 2,409 antibodies. (1) The antibody is ['RVQLVQSGAEVKKPGSSVRISCKASGGTFSTLTLTWVRQAPGQGLEWMGGIIPLLSLPNYTQKFQGRLTITADTSTSTSYLELSSLRSEDTAVYFCAREASGWFDKPLGAMGVWGQGTMVVVSS', 'EIVLTQSPDTLSLSPGERATLSCRASETIRNNNLAWYQQSPGQAPRLLVYGASSTATGVPGRFSGSGSGTDFTLTISRLEPEDFAVYYCQQYYKPPGTFGQGTKVEFK']. Result: 0 (not developable). (2) The antibody is ['RVQLLESGAELMKPGASVQISCKATGYTFSEYWIEWVKERPGHGLEWIGEILPGSGRTNYREKFKGKATFTADTSSNTAYMQLSSLTSEDSAVYYCTRGYSSMDYWGQGTSVTVSA', 'ELVMTQSPLSLPVSLGDQASISCRPSQSLVHSNGNTYLHWYLQKPGQSPKLLIYRVSNRFSGVPDRFSGSGSGTAFTLKISRVEAEDLGVYFCSQGTHVPYTFGGGTKLELK']. Result: 0 (not developable). (3) The antibody is ['GVQLQESGPGLVKPSQSLSLTCTVTGYSITSDYAWNWIRQFPGNKLEWMGYITYSGSTGYNPSLKSRISITRDTSKNQFFLQLNSVTTEDTATYYCASYDDYTWFTYWGQGTLVTVSA', 'DVQMTQTPLTLSVTIGQPASISCESSQSLLYSNGKTYLNWLLQRPGQSPKRLIYLVSKLDSGVPDRFTGSGSGTDFTLRISRVEAEDLGVYYCVQGTHFPRTFGGGTKLEIK']. Result: 0 (not developable). (4) The antibody is ['VQLQQSGPELVKPGASVKMSCKASGYTFSTSVIHWVKQKPGQGLEWIGYIFPYNYGTQYNEEFRGKATLTSDKSSNTAYMELSSLTSEDSAVYYCASRSGPWGQGTTLTVSS', 'DVVMTQTPLTLSITIGQPVSISCKSSQSLFASDGRTYLNWLLQRPGQSPERLIYLVSNLDSGVLDRFTGSGSGTDFTLKISRVEAEDLGVYYCWQGTHFPQTFGGGTKLEIK']. Result: 0 (not developable). (5) The antibody is ['EVQLVESGGGLVQPGGSLRLSCAASGFYISYSSIHWVRQAPGKGLEWVASISPYSGSTYYADSVKGRFTISADTSKNTAYLQMNSLRAEDTAVYYCARQGYRRRSGRGFDYWGQGTLVTVSS', 'DIQMTQSPSSLSASVGDRVTITCRASQSVSSAVAWYQQKPGKAPKLLIYSASSLYSGVPSRFSGSRSGTDFTLTISSLQPEDFATYYCQQSYSFPSTFGQGTKVEIK']. Result: 1 (developable).